Task: Predict the reaction yield, written as a fraction of the theoretical maximum amount of product (1.0 means a 100% yield; for example, 0.34 means a 34% yield).. Dataset: Reaction yield outcomes from USPTO patents with 853,638 reactions The reactants are [CH3:1][N:2]1[CH:6]([C:7]([OH:9])=O)[CH2:5][C:4]([CH3:10])=[N:3]1.[NH2:11][C:12]1[CH:13]=[C:14]([CH:31]=[CH:32][C:33]=1[F:34])[O:15][C:16]1[CH:17]=[CH:18][C:19]2[N:20]([CH:22]=[C:23]([NH:25][C:26]([CH:28]3[CH2:30][CH2:29]3)=[O:27])[N:24]=2)[N:21]=1.F[P-](F)(F)(F)(F)F.N1(OC(N(C)C)=[N+](C)C)C2N=CC=CC=2N=N1.C(N(CC)C(C)C)(C)C. The catalyst is CN(C)C=O. The product is [CH:28]1([C:26]([NH:25][C:23]2[N:24]=[C:19]3[CH:18]=[CH:17][C:16]([O:15][C:14]4[CH:31]=[CH:32][C:33]([F:34])=[C:12]([NH:11][C:7]([CH:6]5[N:2]([CH3:1])[N:3]=[C:4]([CH3:10])[CH2:5]5)=[O:9])[CH:13]=4)=[N:21][N:20]3[CH:22]=2)=[O:27])[CH2:29][CH2:30]1. The yield is 0.630.